Dataset: Full USPTO retrosynthesis dataset with 1.9M reactions from patents (1976-2016). Task: Predict the reactants needed to synthesize the given product. Given the product [NH2:1][C:2]1[C:11]2[C:6](=[CH:7][C:8]([O:14][CH3:15])=[C:9]([O:12][CH3:13])[CH:10]=2)[N:5]=[C:4]([CH2:17][NH:18][CH2:19][CH2:20][C:21]#[N:22])[N:3]=1, predict the reactants needed to synthesize it. The reactants are: [NH2:1][C:2]1[C:11]2[C:6](=[CH:7][C:8]([O:14][CH3:15])=[C:9]([O:12][CH3:13])[CH:10]=2)[N:5]=[C:4](Cl)[N:3]=1.[CH3:17][NH:18][CH2:19][CH2:20][C:21]#[N:22].C1(C)C=CC(S(O)(=O)=O)=CC=1.